This data is from Peptide-MHC class I binding affinity with 185,985 pairs from IEDB/IMGT. The task is: Regression. Given a peptide amino acid sequence and an MHC pseudo amino acid sequence, predict their binding affinity value. This is MHC class I binding data. The peptide sequence is KQIVIINPM. The MHC is HLA-A29:02 with pseudo-sequence HLA-A29:02. The binding affinity (normalized) is 0.213.